From a dataset of Catalyst prediction with 721,799 reactions and 888 catalyst types from USPTO. Predict which catalyst facilitates the given reaction. (1) Reactant: C([O:3][C:4]([C:6]1[C:7](Cl)=[N:8][C:9]2[C:14]([CH:15]=1)=[CH:13][C:12]([Cl:16])=[C:11]([Cl:17])[CH:10]=2)=[O:5])C.[NH2:19][C@H:20]([C:28]([OH:30])=[O:29])[CH2:21][C:22]1[CH:27]=[CH:26][CH:25]=[CH:24][CH:23]=1.C(=O)([O-])[O-].[K+].[K+].Cl. Product: [C:28]([C@@H:20]([NH:19][C:7]1[C:6]([C:4]([OH:3])=[O:5])=[CH:15][C:14]2[C:9](=[CH:10][C:11]([Cl:17])=[C:12]([Cl:16])[CH:13]=2)[N:8]=1)[CH2:21][C:22]1[CH:27]=[CH:26][CH:25]=[CH:24][CH:23]=1)([OH:30])=[O:29]. The catalyst class is: 18. (2) Reactant: [C:1]1([S:7]([N:10]2[C:14]3=[N:15][CH:16]=[CH:17][CH:18]=[C:13]3[CH:12]=[CH:11]2)(=[O:9])=[O:8])[CH:6]=[CH:5][CH:4]=[CH:3][CH:2]=1.C([Li])CCC.CCCCCC.[CH3:30][S:31][C:32]1[CH:39]=[CH:38][C:35]([CH:36]=[O:37])=[CH:34][CH:33]=1. Product: [C:1]1([S:7]([N:10]2[C:14]3=[N:15][CH:16]=[CH:17][CH:18]=[C:13]3[CH:12]=[C:11]2[CH:36]([C:35]2[CH:38]=[CH:39][C:32]([S:31][CH3:30])=[CH:33][CH:34]=2)[OH:37])(=[O:9])=[O:8])[CH:2]=[CH:3][CH:4]=[CH:5][CH:6]=1. The catalyst class is: 7. (3) Reactant: [CH3:1][C:2]1([CH2:7][CH2:8][CH:9]=[C:10]([CH3:12])[CH3:11])[CH2:4][CH:3]1[CH2:5][NH2:6].[CH2:13]([O:15][C:16](Cl)=[O:17])[CH3:14].C(N(CC)CC)C. The catalyst class is: 13. Product: [CH3:1][C:2]1([CH2:7][CH2:8][CH:9]=[C:10]([CH3:12])[CH3:11])[CH2:4][CH:3]1[CH2:5][NH:6][C:16](=[O:17])[O:15][CH2:13][CH3:14]. (4) Reactant: [CH2:1]([O:3][C:4]([C:6]1[N:7]([CH3:13])[C:8](Br)=[C:9]([CH3:11])[N:10]=1)=[O:5])[CH3:2].[O:14]([C:21]1[CH:26]=[CH:25][C:24](B(O)O)=[CH:23][CH:22]=1)[C:15]1[CH:20]=[CH:19][CH:18]=[CH:17][CH:16]=1.C([O-])([O-])=O.[Na+].[Na+].CN(C=O)C.O. Product: [CH2:1]([O:3][C:4]([C:6]1[N:7]([CH3:13])[C:8]([C:16]2[CH:17]=[CH:18][CH:19]=[CH:20][C:15]=2[O:14][C:21]2[CH:22]=[CH:23][CH:24]=[CH:25][CH:26]=2)=[C:9]([CH3:11])[N:10]=1)=[O:5])[CH3:2]. The catalyst class is: 532. (5) Reactant: [CH3:1][CH2:2][CH2:3][CH2:4][CH2:5][N:6]([CH2:8][CH2:9][C:10]([P:16]([OH:19])([OH:18])=[O:17])([P:12]([OH:15])([OH:14])=[O:13])[OH:11])[CH3:7].[OH-].[Na+:21].CC(O)C. Product: [CH3:1][CH2:2][CH2:3][CH2:4][CH2:5][N:6]([CH2:8][CH2:9][C:10]([P:16]([O-:19])([OH:18])=[O:17])([P:12]([OH:15])([OH:14])=[O:13])[OH:11])[CH3:7].[Na+:21]. The catalyst class is: 6. (6) Reactant: [C:1]([C:4]1[C:5](I)=[N:6][N:7]2[CH2:12][C:11]3([CH2:14][CH2:13]3)[N:10]([C:15]([O:17][C:18]([CH3:21])([CH3:20])[CH3:19])=[O:16])[CH2:9][C:8]=12)(=[O:3])[NH2:2].[O-]P([O-])([O-])=O.[K+].[K+].[K+].[Cl:31][C:32]1[CH:33]=[C:34](B(O)O)[CH:35]=[CH:36][C:37]=1[F:38]. Product: [C:1]([C:4]1[C:5]([C:34]2[CH:35]=[CH:36][C:37]([F:38])=[C:32]([Cl:31])[CH:33]=2)=[N:6][N:7]2[CH2:12][C:11]3([CH2:14][CH2:13]3)[N:10]([C:15]([O:17][C:18]([CH3:21])([CH3:20])[CH3:19])=[O:16])[CH2:9][C:8]=12)(=[O:3])[NH2:2]. The catalyst class is: 669. (7) Reactant: [Cl:1][C:2]1([Cl:12])[C:5]2([CH2:10][CH2:9]O[CH2:7][CH2:6]2)[CH2:4][C:3]1=[O:11].[CH2:13]=C1CCCCC1.ClC(Cl)(Cl)C(Cl)=O. Product: [Cl:1][C:2]1([Cl:12])[C:5]2([CH2:10][CH2:9][CH2:13][CH2:7][CH2:6]2)[CH2:4][C:3]1=[O:11]. The catalyst class is: 28. (8) Reactant: FC(F)(F)C(O)=O.[F:8][C:9]1[CH:14]=[CH:13][C:12]([C:15]2[CH:16]=[CH:17][C:18]3[N:19]([C:21]([S:24][C:25]4[CH:41]=[CH:40][C:28]5[N:29]=[C:30]([NH:32]C(=O)OC(C)(C)C)[S:31][C:27]=5[CH:26]=4)=[N:22][N:23]=3)[N:20]=2)=[CH:11][CH:10]=1. Product: [F:8][C:9]1[CH:14]=[CH:13][C:12]([C:15]2[CH:16]=[CH:17][C:18]3[N:19]([C:21]([S:24][C:25]4[CH:41]=[CH:40][C:28]5[N:29]=[C:30]([NH2:32])[S:31][C:27]=5[CH:26]=4)=[N:22][N:23]=3)[N:20]=2)=[CH:11][CH:10]=1. The catalyst class is: 4. (9) Reactant: [CH3:1][C:2]1[C:10]2[C:9]([NH2:11])=[N:8][CH:7]=[N:6][C:5]=2[S:4][CH:3]=1.[H-].[Na+].[Cl:14][C:15]1[CH:20]=[CH:19][C:18]([CH2:21][C:22](Cl)=[O:23])=[CH:17][CH:16]=1. Product: [Cl:14][C:15]1[CH:20]=[CH:19][C:18]([CH2:21][C:22]([NH:11][C:9]2[C:10]3[C:2]([CH3:1])=[CH:3][S:4][C:5]=3[N:6]=[CH:7][N:8]=2)=[O:23])=[CH:17][CH:16]=1. The catalyst class is: 1.